Dataset: Reaction yield outcomes from USPTO patents with 853,638 reactions. Task: Predict the reaction yield, written as a fraction of the theoretical maximum amount of product (1.0 means a 100% yield; for example, 0.34 means a 34% yield). (1) The reactants are Cl.[Cl:2][C:3]1[CH:16]=[CH:15][C:14]2[S:13][C:12]3[C:7](=[CH:8][CH:9]=[CH:10][CH:11]=3)[N:6]([CH2:17][CH2:18][CH2:19][NH2:20])[C:5]=2[CH:4]=1.C(N(CC)CC)C.[CH3:28][N:29]([CH3:33])[C:30](Cl)=[O:31].[Na+].[Cl-]. The catalyst is CN(C=O)C. The product is [Cl:2][C:3]1[CH:16]=[CH:15][C:14]2[S:13][C:12]3[C:7](=[CH:8][CH:9]=[CH:10][CH:11]=3)[N:6]([CH2:17][CH2:18][CH2:19][NH:20][C:30](=[O:31])[N:29]([CH3:33])[CH3:28])[C:5]=2[CH:4]=1. The yield is 0.820. (2) The reactants are [Cl:1][C:2]1[N:7]=[C:6]([O:8][C:9]2[C:14]([CH3:15])=[CH:13][C:12]([CH3:16])=[CH:11][C:10]=2[CH3:17])[C:5]([C:18]([NH:20][S:21]([C:24]2[CH:29]=[CH:28][CH:27]=[C:26](F)[N:25]=2)(=[O:23])=[O:22])=[O:19])=[CH:4][CH:3]=1.[NH4+:31].[OH-]. The catalyst is CS(C)=O. The product is [NH2:31][C:26]1[N:25]=[C:24]([S:21]([NH:20][C:18]([C:5]2[C:6]([O:8][C:9]3[C:14]([CH3:15])=[CH:13][C:12]([CH3:16])=[CH:11][C:10]=3[CH3:17])=[N:7][C:2]([Cl:1])=[CH:3][CH:4]=2)=[O:19])(=[O:23])=[O:22])[CH:29]=[CH:28][CH:27]=1. The yield is 0.570. (3) The reactants are N(C(OCC)=O)=NC(OCC)=O.[Br:13][C:14]1[CH:15]=[N:16][C:17]2[C:22]([C:23]=1[OH:24])=[N:21][C:20]([O:25][CH3:26])=[CH:19][CH:18]=2.[CH2:27](O)[C:28]1[CH:33]=[CH:32][CH:31]=[CH:30][CH:29]=1.C1(P(C2C=CC=CC=2)C2C=CC=CC=2)C=CC=CC=1. The catalyst is O1CCCC1.C(OCC)(=O)C. The product is [CH2:27]([O:24][C:23]1[C:14]([Br:13])=[CH:15][N:16]=[C:17]2[C:22]=1[N:21]=[C:20]([O:25][CH3:26])[CH:19]=[CH:18]2)[C:28]1[CH:33]=[CH:32][CH:31]=[CH:30][CH:29]=1. The yield is 0.740. (4) The reactants are [NH2:1][C:2]1[CH:18]=[C:17]([O:19][CH3:20])[CH:16]=[CH:15][C:3]=1[C:4]([NH:6][C:7]1[CH:12]=[CH:11][CH:10]=[C:9]([Br:13])[C:8]=1[CH3:14])=[O:5].Cl[C:22](Cl)([O:24]C(=O)OC(Cl)(Cl)Cl)Cl.C([O-])(O)=O.[Na+]. The catalyst is C1COCC1. The product is [Br:13][C:9]1[C:8]([CH3:14])=[C:7]([N:6]2[C:4](=[O:5])[C:3]3[C:2](=[CH:18][C:17]([O:19][CH3:20])=[CH:16][CH:15]=3)[NH:1][C:22]2=[O:24])[CH:12]=[CH:11][CH:10]=1. The yield is 0.680. (5) The reactants are [CH3:1][O:2][C:3]1[CH:8]=[CH:7][C:6]([NH2:9])=[CH:5][CH:4]=1.[CH3:10][O:11][C:12]1[CH:21]=[CH:20][C:15]([C:16](=[O:19])[CH2:17]Br)=[CH:14][CH:13]=1.C(N(CC)CC)C. The catalyst is CN(C=O)C. The product is [CH3:10][O:11][C:12]1[CH:21]=[CH:20][C:15]([C:16](=[O:19])[CH2:17][NH:9][C:6]2[CH:7]=[CH:8][C:3]([O:2][CH3:1])=[CH:4][CH:5]=2)=[CH:14][CH:13]=1. The yield is 0.980. (6) The reactants are C([O:3][C:4]([C:6]1[C:15](=[O:16])[C:14]2[C:9](=[CH:10][CH:11]=[CH:12][C:13]=2[OH:17])[NH:8][CH:7]=1)=[O:5])C. The catalyst is [OH-].[Na+]. The product is [OH:17][C:13]1[CH:12]=[CH:11][CH:10]=[C:9]2[C:14]=1[C:15](=[O:16])[C:6]([C:4]([OH:5])=[O:3])=[CH:7][NH:8]2. The yield is 0.870. (7) The reactants are [CH:1]1([CH2:6][CH:7]([C:11]2[CH:16]=[CH:15][C:14]([S:17]([CH3:20])(=[O:19])=[O:18])=[C:13]([N+:21]([O-:23])=[O:22])[CH:12]=2)[C:8]([OH:10])=O)[CH2:5][CH2:4][CH2:3][CH2:2]1.C(N(CC)CC)C.F[P-](F)(F)(F)(F)F.N1(O[P+](N(C)C)(N(C)C)N(C)C)C2C=CC=CC=2N=N1.[NH2:58][C:59]1[NH:60][C:61]2[CH:67]=[CH:66][CH:65]=[CH:64][C:62]=2[N:63]=1.Cl. The catalyst is CN(C)C=O.O.C(OCC)(=O)C. The product is [NH:60]1[C:61]2[CH:67]=[CH:66][CH:65]=[CH:64][C:62]=2[N:63]=[C:59]1[NH:58][C:8](=[O:10])[CH:7]([C:11]1[CH:16]=[CH:15][C:14]([S:17]([CH3:20])(=[O:19])=[O:18])=[C:13]([N+:21]([O-:23])=[O:22])[CH:12]=1)[CH2:6][CH:1]1[CH2:2][CH2:3][CH2:4][CH2:5]1. The yield is 0.380.